This data is from hERG potassium channel inhibition data for cardiac toxicity prediction from Karim et al.. The task is: Regression/Classification. Given a drug SMILES string, predict its toxicity properties. Task type varies by dataset: regression for continuous values (e.g., LD50, hERG inhibition percentage) or binary classification for toxic/non-toxic outcomes (e.g., AMES mutagenicity, cardiotoxicity, hepatotoxicity). Dataset: herg_karim. The drug is OC1CCN(CCc2ccc(Oc3nc4ccccc4s3)cc2)CC1. The result is 1 (blocker).